From a dataset of Full USPTO retrosynthesis dataset with 1.9M reactions from patents (1976-2016). Predict the reactants needed to synthesize the given product. (1) The reactants are: [F:1][C:2]1[CH:9]=[C:8]([O:10][CH3:11])[CH:7]=[CH:6][C:3]=1[CH:4]=O.[C:12]([CH:17]=P(C1C=CC=CC=1)(C1C=CC=CC=1)C1C=CC=CC=1)([O:14][CH2:15][CH3:16])=[O:13]. Given the product [CH2:15]([O:14][C:12](=[O:13])/[CH:17]=[CH:4]/[C:3]1[CH:6]=[CH:7][C:8]([O:10][CH3:11])=[CH:9][C:2]=1[F:1])[CH3:16], predict the reactants needed to synthesize it. (2) Given the product [C:1]([O:5][C:6]([NH:8][C@H:9]1[CH2:14][CH2:13][CH2:12][CH2:11][C@H:10]1[NH:15][C:16]1[N:21]=[C:20]([C:43]#[C:44][C:45]2[CH:50]=[CH:49][CH:48]=[CH:47][CH:46]=2)[C:19]2[C:23](=[O:33])[N:24]([C:26]([O:28][C:29]([CH3:32])([CH3:31])[CH3:30])=[O:27])[CH2:25][C:18]=2[C:17]=1[F:34])=[O:7])([CH3:4])([CH3:3])[CH3:2], predict the reactants needed to synthesize it. The reactants are: [C:1]([O:5][C:6]([NH:8][C@H:9]1[CH2:14][CH2:13][CH2:12][CH2:11][C@H:10]1[NH:15][C:16]1[N:21]=[C:20](Cl)[C:19]2[C:23](=[O:33])[N:24]([C:26]([O:28][C:29]([CH3:32])([CH3:31])[CH3:30])=[O:27])[CH2:25][C:18]=2[C:17]=1[F:34])=[O:7])([CH3:4])([CH3:3])[CH3:2].CC1(C)C(C)(C)OB([C:43]#[C:44][C:45]2[CH:50]=[CH:49][CH:48]=[CH:47][CH:46]=2)O1.C(=O)([O-])[O-].[Na+].[Na+]. (3) Given the product [CH3:31][N:32]([CH3:33])[C:28]([CH:26]1[CH2:25][CH2:24][C:23]2[C:16]3[C:15]([NH:14][C:6]4[CH:7]=[C:8]5[C:12](=[CH:13][C:5]=4[O:4][CH:2]([CH3:1])[CH3:3])[NH:11][N:10]=[CH:9]5)=[N:20][CH:19]=[N:18][C:17]=3[S:21][C:22]=2[CH2:27]1)=[O:29], predict the reactants needed to synthesize it. The reactants are: [CH3:1][CH:2]([O:4][C:5]1[CH:13]=[C:12]2[C:8]([CH:9]=[N:10][NH:11]2)=[CH:7][C:6]=1[NH:14][C:15]1[C:16]2[C:23]3[CH2:24][CH2:25][CH:26]([C:28](O)=[O:29])[CH2:27][C:22]=3[S:21][C:17]=2[N:18]=[CH:19][N:20]=1)[CH3:3].[CH3:31][NH:32][CH3:33]. (4) Given the product [N:8]([S:10][C:11]1([CH2:21][C:22]([O:24][C:25]([CH3:28])([CH3:27])[CH3:26])=[O:23])[CH:18]2[CH2:17][CH:16]3[CH2:15][CH:14]([CH2:13][CH:12]1[CH2:20]3)[CH2:19]2)=[O:9], predict the reactants needed to synthesize it. The reactants are: C(ON=O)(C)(C)C.[N:8]([S:10][C:11]1([CH2:21][C:22]([O:24][C:25]([CH3:28])([CH3:27])[CH3:26])=[O:23])[CH:18]2[CH2:19][CH:14]3[CH2:15][CH:16]([CH2:20][CH:12]1[CH2:13]3)[CH2:17]2)=[O:9]. (5) Given the product [CH3:2][C:3]1([CH3:16])[O:15][C:7]2[C:8]([CH3:14])=[N:9][CH:10]=[C:11]([C:12]([NH2:1])=[O:13])[C:6]=2[CH2:5][O:4]1, predict the reactants needed to synthesize it. The reactants are: [NH3:1].[CH3:2][C:3]1([CH3:16])[O:15][C:7]2[C:8]([CH3:14])=[N:9][CH:10]=[C:11]([CH:12]=[O:13])[C:6]=2[CH2:5][O:4]1.CO. (6) Given the product [CH3:1][N:2]1[CH:6]=[CH:5][N:4]=[C:3]1[CH:7]1[C:16]2=[N:30][NH:31][C:18](=[O:20])[C:14]3[CH:13]=[CH:12][CH:11]=[C:10]([C:15]=32)[NH:9][CH:8]1[C:23]1[CH:24]=[CH:25][CH:26]=[CH:27][CH:28]=1, predict the reactants needed to synthesize it. The reactants are: [CH3:1][N:2]1[CH:6]=[CH:5][N:4]=[C:3]1[CH:7]1[C:16](=O)[C:15]2[C:14]([C:18]([O:20]CC)=O)=[CH:13][CH:12]=[CH:11][C:10]=2[NH:9][CH:8]1[C:23]1[CH:28]=[CH:27][CH:26]=[CH:25][CH:24]=1.O.[NH2:30][NH2:31]. (7) Given the product [F:22][C:15]1[CH:16]=[C:17]([O:20][CH3:21])[CH:18]=[CH:19][C:14]=1[CH:11]1[CH2:10][CH2:9][NH:8][CH2:13][CH2:12]1, predict the reactants needed to synthesize it. The reactants are: C([N:8]1[CH2:13][CH:12]=[C:11]([C:14]2[CH:19]=[CH:18][C:17]([O:20][CH3:21])=[CH:16][C:15]=2[F:22])[CH2:10][CH2:9]1)C1C=CC=CC=1. (8) Given the product [Si:1]([O:18][CH2:19][C:20]1[C:28]([S:29]([CH3:32])(=[O:31])=[O:30])=[CH:27][C:26]2[N:25]3[CH2:33][CH2:34][NH:35][CH:36]([CH:37]([CH3:39])[CH3:38])[C:24]3=[CH:23][C:22]=2[CH:21]=1)([C:14]([CH3:15])([CH3:16])[CH3:17])([C:2]1[CH:7]=[CH:6][CH:5]=[CH:4][CH:3]=1)[C:8]1[CH:13]=[CH:12][CH:11]=[CH:10][CH:9]=1.[CH:51](=[O:53])[CH3:44], predict the reactants needed to synthesize it. The reactants are: [Si:1]([O:18][CH2:19][C:20]1[C:28]([S:29]([CH3:32])(=[O:31])=[O:30])=[CH:27][C:26]2[N:25]3[CH2:33][CH2:34][NH:35][CH:36]([CH:37]([CH3:39])[CH3:38])[C:24]3=[CH:23][C:22]=2[CH:21]=1)([C:14]([CH3:17])([CH3:16])[CH3:15])([C:8]1[CH:13]=[CH:12][CH:11]=[CH:10][CH:9]=1)[C:2]1[CH:7]=[CH:6][CH:5]=[CH:4][CH:3]=1.ClC1N=C(C(F)(F)F)[C:44]([C:51](=[O:53])C)=CN=1.CCN(C(C)C)C(C)C.